This data is from Reaction yield outcomes from USPTO patents with 853,638 reactions. The task is: Predict the reaction yield, written as a fraction of the theoretical maximum amount of product (1.0 means a 100% yield; for example, 0.34 means a 34% yield). The reactants are [CH3:1][S:2]([N:5]1[CH2:10][CH2:9][C:8]2[N:11]([CH2:24][CH2:25][CH:26]=O)[N:12]=[C:13]([C:14]3[CH:19]=[CH:18][C:17]([C:20]([F:23])([F:22])[F:21])=[CH:16][CH:15]=3)[C:7]=2[CH2:6]1)(=[O:4])=[O:3].[N:28]1([C:34]2[C:38]3[CH:39]=[CH:40][CH:41]=[CH:42][C:37]=3[S:36](=[O:44])(=[O:43])[N:35]=2)[CH2:33][CH2:32][NH:31][CH2:30][CH2:29]1.CC(O)=O.[BH-](OC(C)=O)(OC(C)=O)OC(C)=O.[Na+].C([O-])(O)=O.[Na+]. The catalyst is C(Cl)Cl. The product is [O:44]=[S:36]1(=[O:43])[C:37]2[CH:42]=[CH:41][CH:40]=[CH:39][C:38]=2[C:34]([N:28]2[CH2:33][CH2:32][N:31]([CH2:26][CH2:25][CH2:24][N:11]3[C:8]4[CH2:9][CH2:10][N:5]([S:2]([CH3:1])(=[O:4])=[O:3])[CH2:6][C:7]=4[C:13]([C:14]4[CH:19]=[CH:18][C:17]([C:20]([F:23])([F:22])[F:21])=[CH:16][CH:15]=4)=[N:12]3)[CH2:30][CH2:29]2)=[N:35]1. The yield is 0.760.